From a dataset of Full USPTO retrosynthesis dataset with 1.9M reactions from patents (1976-2016). Predict the reactants needed to synthesize the given product. The reactants are: [C:1]([C:5]1[CH:6]=[C:7]2[C:12](=[C:13]([F:15])[CH:14]=1)[C:11](=[O:16])[N:10]([C:17]1[C:18]([CH:30]=[O:31])=[C:19]([N:23]3[CH:27]=[CH:26][C:25]([C:28]#[N:29])=[N:24]3)[CH:20]=[CH:21][CH:22]=1)[N:9]=[CH:8]2)([CH3:4])([CH3:3])[CH3:2].[BH4-].[Na+].C(Cl)Cl.[NH4+].[Cl-]. Given the product [C:1]([C:5]1[CH:6]=[C:7]2[C:12](=[C:13]([F:15])[CH:14]=1)[C:11](=[O:16])[N:10]([C:17]1[C:18]([CH2:30][OH:31])=[C:19]([N:23]3[CH:27]=[CH:26][C:25]([C:28]#[N:29])=[N:24]3)[CH:20]=[CH:21][CH:22]=1)[N:9]=[CH:8]2)([CH3:4])([CH3:2])[CH3:3], predict the reactants needed to synthesize it.